From a dataset of Tox21: 12 toxicity assays (nuclear receptors and stress response pathways). Binary classification across 12 toxicity assays. (1) The drug is CCNS(=O)(=O)C(F)(F)C(F)(F)C(F)(F)C(F)(F)C(F)(F)C(F)(F)C(F)(F)C(F)(F)F. It tested positive (active) for: SR-ARE (Antioxidant Response Element (oxidative stress)). (2) The molecule is COC(=O)Nc1ccc(Cl)c(Cl)c1. It tested positive (active) for: NR-AhR (Aryl hydrocarbon Receptor agonist activity). (3) The compound is O=C(Nc1ccccc1)Nc1cnns1. It tested positive (active) for: NR-AhR (Aryl hydrocarbon Receptor agonist activity), and SR-MMP (Mitochondrial Membrane Potential disruption). (4) The drug is COc1ccc(C(=O)Nc2ccccc2)cc1[N+](=O)[O-]. It tested positive (active) for: NR-AhR (Aryl hydrocarbon Receptor agonist activity), NR-ER (Estrogen Receptor agonist activity), and SR-MMP (Mitochondrial Membrane Potential disruption).